This data is from Reaction yield outcomes from USPTO patents with 853,638 reactions. The task is: Predict the reaction yield, written as a fraction of the theoretical maximum amount of product (1.0 means a 100% yield; for example, 0.34 means a 34% yield). (1) The reactants are C([O:5][C:6](=[O:40])[CH2:7][N:8]1[C:16](=[O:17])[C:15]2[N:14]([CH2:18][C:19]3[CH:24]=[CH:23][C:22]([Cl:25])=[CH:21][CH:20]=3)[C:13]([O:26][C:27]3[CH:32]=[CH:31][CH:30]=[C:29]([O:33][C:34]([F:37])([F:36])[F:35])[CH:28]=3)=[N:12][C:11]=2[N:10]([CH3:38])[C:9]1=[O:39])(C)(C)C.C(O)(C(F)(F)F)=O. The catalyst is C(Cl)Cl. The product is [Cl:25][C:22]1[CH:21]=[CH:20][C:19]([CH2:18][N:14]2[C:15]3[C:16](=[O:17])[N:8]([CH2:7][C:6]([OH:40])=[O:5])[C:9](=[O:39])[N:10]([CH3:38])[C:11]=3[N:12]=[C:13]2[O:26][C:27]2[CH:32]=[CH:31][CH:30]=[C:29]([O:33][C:34]([F:37])([F:35])[F:36])[CH:28]=2)=[CH:24][CH:23]=1. The yield is 1.00. (2) The reactants are Br[C:2]1[N:7]=[N:6][C:5]([C:8]2[CH:17]=[CH:16][C:15]3[C:10](=[CH:11][CH:12]=[CH:13][CH:14]=3)[CH:9]=2)=[C:4]([C:18]2[CH:23]=[CH:22][N:21]=[CH:20][CH:19]=2)[CH:3]=1.C(O)C.[NH:27]1[CH2:31][CH2:30][CH2:29][CH2:28]1. The catalyst is C(OCC)(=O)C. The product is [CH:9]1[C:10]2[C:15](=[CH:14][CH:13]=[CH:12][CH:11]=2)[CH:16]=[CH:17][C:8]=1[C:5]1[N:6]=[N:7][C:2]([N:27]2[CH2:31][CH2:30][CH2:29][CH2:28]2)=[CH:3][C:4]=1[C:18]1[CH:23]=[CH:22][N:21]=[CH:20][CH:19]=1. The yield is 0.830. (3) The reactants are Br[C:2]1[CH:24]=[CH:23][C:5]([CH2:6][N:7]2[N:16]=[CH:15][C:14]3[C:9](=[C:10]([F:21])[CH:11]=[C:12]([C:17]([CH3:20])([CH3:19])[CH3:18])[CH:13]=3)[C:8]2=[O:22])=[C:4]([F:25])[CH:3]=1.[CH3:26][O:27][C:28]1[CH:33]=[C:32](B(O)O)[CH:31]=[CH:30][N:29]=1. No catalyst specified. The product is [C:17]([C:12]1[CH:13]=[C:14]2[C:9](=[C:10]([F:21])[CH:11]=1)[C:8](=[O:22])[N:7]([CH2:6][C:5]1[CH:23]=[CH:24][C:2]([C:32]3[CH:31]=[CH:30][N:29]=[C:28]([O:27][CH3:26])[CH:33]=3)=[CH:3][C:4]=1[F:25])[N:16]=[CH:15]2)([CH3:20])([CH3:19])[CH3:18]. The yield is 0.470. (4) The catalyst is CCOCC. The yield is 0.900. The reactants are [H-].[Al+3].[Li+].[H-].[H-].[H-].[C:7]([C:11]1[CH:12]=[C:13]([CH:17]=[CH:18][CH:19]=1)[C:14](O)=[O:15])([CH3:10])([CH3:9])[CH3:8].O.[OH-].[Na+]. The product is [C:7]([C:11]1[CH:12]=[C:13]([CH:17]=[CH:18][CH:19]=1)[CH2:14][OH:15])([CH3:10])([CH3:8])[CH3:9]. (5) The reactants are Br[CH2:2][C:3]([C:5]1[CH:10]=[CH:9][C:8]([S:11]([CH3:14])(=[O:13])=[O:12])=[CH:7][CH:6]=1)=O.[C:15]([NH2:23])(=[O:22])[C:16]1[CH:21]=[CH:20][CH:19]=[CH:18][CH:17]=1. No catalyst specified. The product is [CH3:14][S:11]([C:8]1[CH:9]=[CH:10][C:5]([C:3]2[N:23]=[C:15]([C:16]3[CH:21]=[CH:20][CH:19]=[CH:18][CH:17]=3)[O:22][CH:2]=2)=[CH:6][CH:7]=1)(=[O:13])=[O:12]. The yield is 0.300. (6) The product is [F:44][CH:42]([F:43])[N:34]1[N:33]=[CH:32][C:31]2[NH:30][C:29](=[O:45])[C@H:28]([CH3:46])[CH2:27][CH2:26][CH2:25][C@H:24]([N:17]3[C:16](=[O:20])[CH:15]=[C:14]([C:9]4[CH:10]=[CH:11][CH:12]=[CH:13][C:8]=4[N:6]4[CH:7]=[C:3]([C:2]([F:1])([F:21])[F:22])[N:4]=[N:5]4)[N:19]=[CH:18]3)[C:40]3[CH:41]=[C:36]([CH:37]=[CH:38][N:39]=3)[C:35]1=2. No catalyst specified. The yield is 0.0620. The reactants are [F:1][C:2]([F:22])([F:21])[C:3]1[N:4]=[N:5][N:6]([C:8]2[CH:13]=[CH:12][CH:11]=[CH:10][C:9]=2[C:14]2[N:19]=[CH:18][N:17]=[C:16]([OH:20])[CH:15]=2)[CH:7]=1.N[C@@H:24]1[C:40]2[CH:41]=[C:36]([CH:37]=[CH:38][N:39]=2)[C:35]2[N:34]([CH:42]([F:44])[F:43])[N:33]=[CH:32][C:31]=2[NH:30][C:29](=[O:45])[C@H:28]([CH3:46])[CH2:27][CH2:26][CH2:25]1.CN(C(ON1N=NC2C=CC=NC1=2)=[N+](C)C)C.F[P-](F)(F)(F)(F)F.C1CCN2C(=NCCC2)CC1. (7) The catalyst is C(O)C(C)C. The product is [CH2:1]([O:2][C:1]([C:4]1[CH:5]=[CH:6][C:7]([CH2:8][C:9]2[CH:14]=[CH:13][CH:12]=[CH:11][C:10]=2[OH:15])=[CH:16][CH:17]=1)=[O:3])[CH:4]([CH3:17])[CH3:5]. The reactants are [C:1]([C:4]1[CH:17]=[CH:16][C:7]([CH2:8][C:9]2[CH:14]=[CH:13][CH:12]=[CH:11][C:10]=2[OH:15])=[CH:6][CH:5]=1)([OH:3])=[O:2].S(=O)(=O)(O)O.O. The yield is 0.420. (8) The reactants are [Cl:1][C:2]1[CH:7]=[C:6]([O:8][CH3:9])[C:5](I)=[CH:4][C:3]=1[CH:11]1[CH2:13][CH2:12]1.[C:14]([N:18]1[CH2:23][CH2:22][N:21]([CH:24]2[CH2:27][N:26]([C:28]([O:30]C(C)(C)C)=O)[CH2:25]2)[CH2:20][CH2:19]1)(=[O:17])[CH:15]=[CH2:16].[C:35]([O-])(=O)[CH3:36].[Na+]. The catalyst is [Cl-].C([N+](CCCC)(CCCC)CCCC)CCC.CN(C=O)C.CC([O-])=O.CC([O-])=O.[Pd+2]. The product is [C:28]([N:26]1[CH2:25][CH:24]([N:21]2[CH2:20][CH2:19][N:18]([C:14](=[O:17])/[CH:15]=[CH:16]/[C:5]3[CH:4]=[C:3]([CH:11]4[CH2:13][CH2:12]4)[C:2]([Cl:1])=[CH:7][C:6]=3[O:8][CH3:9])[CH2:23][CH2:22]2)[CH2:27]1)(=[O:30])[CH:35]=[CH2:36]. The yield is 0.840. (9) The reactants are [Br:1][C:2]1[CH:3]=[CH:4][C:5]([O:11][C:12]([F:15])([F:14])[F:13])=[C:6]([CH:10]=1)[C:7]([OH:9])=O.[NH2:16][CH:17]([CH2:21][C:22]1[C:30]2[C:25](=[CH:26][CH:27]=[CH:28][CH:29]=2)[NH:24][CH:23]=1)[CH2:18][C:19]#[N:20].C1C=CC2N(O)N=NC=2C=1.CCN=C=NCCCN(C)C.Cl. The catalyst is CN(C=O)C.O. The product is [C:19]([CH2:18][CH:17]([NH:16][C:7](=[O:9])[C:6]1[CH:10]=[C:2]([Br:1])[CH:3]=[CH:4][C:5]=1[O:11][C:12]([F:15])([F:14])[F:13])[CH2:21][C:22]1[C:30]2[C:25](=[CH:26][CH:27]=[CH:28][CH:29]=2)[NH:24][CH:23]=1)#[N:20]. The yield is 0.460.